From a dataset of Full USPTO retrosynthesis dataset with 1.9M reactions from patents (1976-2016). Predict the reactants needed to synthesize the given product. Given the product [C:5]1([N:8]2[C:16]3[CH:15]=[CH:14][N:13]=[CH:12][C:11]=3[N:10]=[CH:9]2)[CH:4]=[CH:3][CH:2]=[CH:7][CH:18]=1, predict the reactants needed to synthesize it. The reactants are: F[C:2]1[CH:3]=[CH:4][C:5]([N:8]2[C:16]3[CH:15]=[CH:14][N:13]=[CH:12][C:11]=3[N:10]=[CH:9]2)=N[CH:7]=1.Br[C:18]1C=CC(F)=CN=1.